This data is from Full USPTO retrosynthesis dataset with 1.9M reactions from patents (1976-2016). The task is: Predict the reactants needed to synthesize the given product. (1) Given the product [F:27][C:2]([F:1])([F:26])[CH:3]1[CH2:8][CH2:7][N:6]([S:9]([N:12]2[CH2:17][CH2:16][O:15][C:14]3[N:18]=[CH:19][C:20]([C:22]([OH:24])=[O:23])=[CH:21][C:13]2=3)(=[O:10])=[O:11])[CH2:5][CH2:4]1, predict the reactants needed to synthesize it. The reactants are: [F:1][C:2]([F:27])([F:26])[CH:3]1[CH2:8][CH2:7][N:6]([S:9]([N:12]2[CH2:17][CH2:16][O:15][C:14]3[N:18]=[CH:19][C:20]([C:22]([O:24]C)=[O:23])=[CH:21][C:13]2=3)(=[O:11])=[O:10])[CH2:5][CH2:4]1.O.[OH-].[Li+].O. (2) Given the product [CH3:40][O:41][CH2:42][C:43]1[N:44]=[C:45]([CH2:48][N:49]2[N:53]=[C:52]([NH:54][C:14]([C:10]3[N:11]=[CH:12][O:13][C:9]=3[C:3]3[CH:4]=[CH:5][CH:6]=[CH:7][CH:8]=3)=[O:16])[CH:51]=[N:50]2)[S:46][CH:47]=1, predict the reactants needed to synthesize it. The reactants are: N#N.[C:3]1([C:9]2[O:13][CH:12]=[N:11][C:10]=2[C:14]([OH:16])=O)[CH:8]=[CH:7][CH:6]=[CH:5][CH:4]=1.C1C=CC2N(O)N=NC=2C=1.C(Cl)CCl.CCN(C(C)C)C(C)C.[CH3:40][O:41][CH2:42][C:43]1[N:44]=[C:45]([CH2:48][N:49]2[N:53]=[C:52]([NH2:54])[CH:51]=[N:50]2)[S:46][CH:47]=1. (3) Given the product [CH2:1]([S:8][C:9]1[N:14]=[C:13]([NH:15][S:16]([CH3:19])(=[O:17])=[O:18])[CH:12]=[C:11]([NH:20][CH:21]([CH2:26][OH:27])[CH2:22][OH:23])[N:10]=1)[C:2]1[CH:3]=[CH:4][CH:5]=[CH:6][CH:7]=1, predict the reactants needed to synthesize it. The reactants are: [CH2:1]([S:8][C:9]1[N:14]=[C:13]([NH:15][S:16]([CH3:19])(=[O:18])=[O:17])[CH:12]=[C:11]([NH:20][CH2:21][CH2:22][OH:23])[N:10]=1)[C:2]1[CH:7]=[CH:6][CH:5]=[CH:4][CH:3]=1.NC(CO)[CH2:26][OH:27].CCOC(C)=O.O. (4) Given the product [C:1]([OH:8])(=[O:7])[CH2:2][CH2:3][C:4]([OH:6])=[O:5].[F:9][C:10]1[CH:15]=[CH:14][C:13]([CH2:16][C:17]2[C:26]3[C:21](=[CH:22][CH:23]=[CH:24][CH:25]=3)[C:20](=[O:27])[NH:19][N:18]=2)=[CH:12][C:11]=1[N:28]1[C:32](=[O:33])[CH:31]([CH3:34])[N:30]([CH2:35][CH2:36][N:37]2[CH2:38][CH2:39][CH2:40][CH2:41]2)[C:29]1=[O:42], predict the reactants needed to synthesize it. The reactants are: [C:1]([OH:8])(=[O:7])[CH2:2][CH2:3][C:4]([OH:6])=[O:5].[F:9][C:10]1[CH:15]=[CH:14][C:13]([CH2:16][C:17]2[C:26]3[C:21](=[CH:22][CH:23]=[CH:24][CH:25]=3)[C:20](=[O:27])[NH:19][N:18]=2)=[CH:12][C:11]=1[N:28]1[C:32](=[O:33])[CH:31]([CH3:34])[N:30]([CH2:35][CH2:36][N:37]2[CH2:41][CH2:40][CH2:39][CH2:38]2)[C:29]1=[O:42]. (5) Given the product [O:32]1[C:6]2([CH2:5][CH2:10][CH2:9][CH:8]([C:11]3[CH:16]=[C:15]([OH:17])[N:14]4[N:18]=[CH:19][CH:20]=[C:13]4[N:12]=3)[CH2:7]2)[O:35][CH2:34][CH2:33]1, predict the reactants needed to synthesize it. The reactants are: O1[C:5]2([CH2:10][CH2:9][CH:8]([C:11]3[CH:16]=[C:15]([OH:17])[N:14]4[N:18]=[CH:19][CH:20]=[C:13]4[N:12]=3)[CH2:7][CH2:6]2)OCC1.O=C(C1CCCC2([O:35][CH2:34][CH2:33][O:32]2)C1)CC(OCC)=O.O=C(C1CCC2(OCCO2)CC1)CC(OCC)=O. (6) Given the product [ClH:46].[F:1][C:2]1[CH:7]=[CH:6][C:5]([C:8]2[C:9]([N:14]3[CH2:15][CH2:16][N:17]([CH2:29][CH2:28][CH2:27][C:24]4[C:23]([CH3:31])=[N:22][N:21]([CH3:20])[C:25]=4[CH3:26])[CH2:18][CH2:19]3)=[N:10][CH:11]=[CH:12][N:13]=2)=[CH:4][CH:3]=1, predict the reactants needed to synthesize it. The reactants are: [F:1][C:2]1[CH:7]=[CH:6][C:5]([C:8]2[C:9]([N:14]3[CH2:19][CH2:18][NH:17][CH2:16][CH2:15]3)=[N:10][CH:11]=[CH:12][N:13]=2)=[CH:4][CH:3]=1.[CH3:20][N:21]1[C:25]([CH3:26])=[C:24]([CH2:27][CH2:28][CH:29]=O)[C:23]([CH3:31])=[N:22]1.C(O[BH-](OC(=O)C)OC(=O)C)(=O)C.[Na+].[Cl:46]CCCl. (7) Given the product [CH3:33][O:34][C:35]1[CH:36]=[C:37]([CH:40]=[CH:41][C:42]=1[N:43]1[CH:47]=[C:46]([CH3:48])[N:45]=[CH:44]1)/[CH:38]=[C:12]1/[C:21](=[O:22])[N:20]2[C@@H:15]([CH2:14][CH2:13]/1)[CH2:16][CH2:17][CH2:18][C@H:19]2[C:23]1[CH:24]=[CH:25][C:26]([C:29]([O:31][CH3:32])=[O:30])=[CH:27][CH:28]=1, predict the reactants needed to synthesize it. The reactants are: O.[OH-].[Li+].C(OP([CH:12]1[C:21](=[O:22])[N:20]2[C@H:15]([CH2:16][CH2:17][CH2:18][C@H:19]2[C:23]2[CH:28]=[CH:27][C:26]([C:29]([O:31][CH3:32])=[O:30])=[CH:25][CH:24]=2)[CH2:14][CH2:13]1)(=O)OCC)C.[CH3:33][O:34][C:35]1[CH:36]=[C:37]([CH:40]=[CH:41][C:42]=1[N:43]1[CH:47]=[C:46]([CH3:48])[N:45]=[CH:44]1)[CH:38]=O.C(OCC)(=O)C. (8) Given the product [C:9]([C:4]1[CH:3]=[C:2]([CH:7]=[C:6]([F:8])[CH:5]=1)[CH:27]=[O:28])([CH3:12])([CH3:11])[CH3:10], predict the reactants needed to synthesize it. The reactants are: Br[C:2]1[CH:7]=[C:6]([F:8])[CH:5]=[C:4]([C:9]([CH3:12])([CH3:11])[CH3:10])[CH:3]=1.[Li]CCCC.CCCCCC.CN([CH:27]=[O:28])C.Cl.